From a dataset of Full USPTO retrosynthesis dataset with 1.9M reactions from patents (1976-2016). Predict the reactants needed to synthesize the given product. (1) Given the product [Cl:1][C:2]1[CH:34]=[C:33]([Cl:35])[CH:32]=[CH:31][C:3]=1[C:4]([NH:6][CH2:7][CH2:8][O:9][C:10]1[CH:19]=[C:18]2[C:13]([CH2:14][CH2:15][NH:16][CH:17]2[C:20]2([C:24]3[CH:25]=[CH:26][C:27]([Cl:30])=[CH:28][CH:29]=3)[CH2:23][CH2:22][CH2:21]2)=[CH:12][CH:11]=1)=[O:5], predict the reactants needed to synthesize it. The reactants are: [Cl:1][C:2]1[CH:34]=[C:33]([Cl:35])[CH:32]=[CH:31][C:3]=1[C:4]([NH:6][CH2:7][CH2:8][O:9][C:10]1[CH:19]=[C:18]2[C:13]([CH2:14][CH2:15][N:16]=[C:17]2[C:20]2([C:24]3[CH:29]=[CH:28][C:27]([Cl:30])=[CH:26][CH:25]=3)[CH2:23][CH2:22][CH2:21]2)=[CH:12][CH:11]=1)=[O:5].[BH4-].[Na+].CO. (2) Given the product [CH3:28][O:27][C:4]1[N:3]=[C:2]([S:36][CH3:35])[C:7]([C:8]([N:10]2[C@H:15]([CH3:16])[CH2:14][CH2:13][C@@H:12]([O:17][C:18]3[C:23]([CH3:24])=[C:22]([C:25]#[N:26])[CH:21]=[CH:20][N:19]=3)[CH2:11]2)=[O:9])=[CH:6][CH:5]=1, predict the reactants needed to synthesize it. The reactants are: Cl[C:2]1[C:7]([C:8]([N:10]2[C@H:15]([CH3:16])[CH2:14][CH2:13][C@@H:12]([O:17][C:18]3[C:23]([CH3:24])=[C:22]([C:25]#[N:26])[CH:21]=[CH:20][N:19]=3)[CH2:11]2)=[O:9])=[CH:6][CH:5]=[C:4]([O:27][CH3:28])[N:3]=1.C(=O)([O-])[O-].[Cs+].[Cs+].[CH3:35][S-:36].[Na+]. (3) Given the product [Br:1][C:2]1[CH:3]=[C:4]2[C@:15]3([CH2:20][CH2:19][O:18][C:17]([NH2:21])=[N:16]3)[C:14]3[C:9](=[CH:10][CH:11]=[C:12]([C:22]4[C:23]([F:28])=[N:24][CH:25]=[CH:26][CH:27]=4)[CH:13]=3)[O:8][C:5]2=[N:6][CH:7]=1.[Br:29][C:30]1[CH:31]=[C:32]2[C@@:43]3([CH2:48][CH2:47][O:46][C:45]([NH2:49])=[N:44]3)[C:42]3[C:37](=[CH:38][CH:39]=[C:40]([C:50]4[C:51]([F:56])=[N:52][CH:53]=[CH:54][CH:55]=4)[CH:41]=3)[O:36][C:33]2=[N:34][CH:35]=1, predict the reactants needed to synthesize it. The reactants are: [Br:1][C:2]1[CH:3]=[C:4]2[C@@:15]3([CH2:20][CH2:19][O:18][C:17]([NH2:21])=[N:16]3)[C:14]3[C:9](=[CH:10][CH:11]=[C:12]([C:22]4[C:23]([F:28])=[N:24][CH:25]=[CH:26][CH:27]=4)[CH:13]=3)[O:8][C:5]2=[N:6][CH:7]=1.[Br:29][C:30]1[CH:31]=[C:32]2[C:43]3([CH2:48][CH2:47][O:46][C:45]([NH2:49])=[N:44]3)[C:42]3[C:37](=[CH:38][CH:39]=[C:40]([C:50]4[C:51]([F:56])=[N:52][CH:53]=[CH:54][CH:55]=4)[CH:41]=3)[O:36][C:33]2=[N:34][CH:35]=1. (4) Given the product [C:19]([C:3]1[C:2]([C:36]2[CH:37]=[CH:38][C:33]([O:32][CH3:31])=[CH:34][CH:35]=2)=[C:17]([Cl:18])[N:5]2[CH2:6][CH2:7][N:8]([C:10]([O:12][C:13]([CH3:16])([CH3:15])[CH3:14])=[O:11])[CH2:9][C:4]=12)(=[O:21])[NH2:20], predict the reactants needed to synthesize it. The reactants are: Br[C:2]1[C:3]([C:19](=[O:21])[NH2:20])=[C:4]2[CH2:9][N:8]([C:10]([O:12][C:13]([CH3:16])([CH3:15])[CH3:14])=[O:11])[CH2:7][CH2:6][N:5]2[C:17]=1[Cl:18].C1C2N(C=CC=2)C=CN=1.[CH3:31][O:32][C:33]1[CH:38]=[CH:37][C:36](B(O)O)=[CH:35][CH:34]=1.C(=O)([O-])[O-].[Cs+].[Cs+]. (5) Given the product [CH3:32][NH:34][C:25]([C:24]1[C:23]2[CH:22]=[CH:21][CH:20]=[N:19][C:18]=2[CH:17]=[CH:16][C:15]=1[NH:14][C:13]([C:12]1[N:8]([C:3]2[C:2]([Cl:1])=[CH:7][CH:6]=[CH:5][N:4]=2)[N:9]=[C:10]([C:28]([F:30])([F:31])[F:29])[CH:11]=1)=[O:26])=[O:27], predict the reactants needed to synthesize it. The reactants are: [Cl:1][C:2]1[C:3]([N:8]2[C:12]([C:13]3[O:26][C:25](=[O:27])[C:24]4[C:23]5[C:18](=[N:19][CH:20]=[CH:21][CH:22]=5)[CH:17]=[CH:16][C:15]=4[N:14]=3)=[CH:11][C:10]([C:28]([F:31])([F:30])[F:29])=[N:9]2)=[N:4][CH:5]=[CH:6][CH:7]=1.[C:32](#[N:34])C.O.CN.